From a dataset of Blood-brain barrier permeability classification from the B3DB database. Regression/Classification. Given a drug SMILES string, predict its absorption, distribution, metabolism, or excretion properties. Task type varies by dataset: regression for continuous measurements (e.g., permeability, clearance, half-life) or binary classification for categorical outcomes (e.g., BBB penetration, CYP inhibition). Dataset: b3db_classification. (1) The compound is CNCC[C@H](Oc1ccccc1C)c1ccccc1. The result is 1 (penetrates BBB). (2) The compound is CCCN(CCC)C(=O)C(CCC(=O)O)NC(=O)c1ccccc1. The result is 0 (does not penetrate BBB). (3) The molecule is C#CCN1C(=O)CN=C(c2ccccc2)c2cc(Cl)ccc21. The result is 1 (penetrates BBB). (4) The compound is C=CCN1CCCC1CNC(=O)c1cc(S(=O)(=O)NC)c(N)cc1OC. The result is 1 (penetrates BBB). (5) The molecule is O=C1CC[C@H](C(=O)N[C@H]2C[C@H]2c2ccccc2)N1. The result is 1 (penetrates BBB). (6) The molecule is C=C(C)[C@@H]1CCC(C)=CC1c1c(O)cc(CCCCC)cc1O. The result is 1 (penetrates BBB). (7) The compound is CCCC(=O)OC1(C(=O)COC(C)=O)C(C)CC2C3CCC4=CC(=O)C=CC4(C)C3(Cl)C(O)CC21C. The result is 1 (penetrates BBB).